This data is from Full USPTO retrosynthesis dataset with 1.9M reactions from patents (1976-2016). The task is: Predict the reactants needed to synthesize the given product. (1) Given the product [O:13]=[C:12]1[N:7]([CH2:6][CH:2]=[O:1])[C:8]2[N:17]=[C:16]([N:18]3[CH:22]=[N:21][CH:20]=[N:19]3)[CH:15]=[CH:14][C:9]=2[N:10]=[CH:11]1, predict the reactants needed to synthesize it. The reactants are: [O:1]1CCO[CH:2]1[CH2:6][N:7]1[C:12](=[O:13])[CH:11]=[N:10][C:9]2[CH:14]=[CH:15][C:16]([N:18]3[CH:22]=[N:21][CH:20]=[N:19]3)=[N:17][C:8]1=2.FC(F)(F)C(O)=O.C(=O)([O-])O.[Na+].[OH-].[Na+]. (2) Given the product [NH2:30][C:31]1[N:36]=[CH:35][C:34]([C:2]2[N:3]=[C:4]([N:24]3[CH2:29][CH2:28][O:27][CH2:26][CH2:25]3)[C:5]3[S:10][C:9]([C:11]4[CH:12]=[C:13]([CH2:17][NH:18][C:19](=[O:22])[CH2:20][OH:21])[CH:14]=[CH:15][CH:16]=4)=[C:8]([CH3:23])[C:6]=3[N:7]=2)=[CH:33][N:32]=1, predict the reactants needed to synthesize it. The reactants are: Cl[C:2]1[N:3]=[C:4]([N:24]2[CH2:29][CH2:28][O:27][CH2:26][CH2:25]2)[C:5]2[S:10][C:9]([C:11]3[CH:12]=[C:13]([CH2:17][NH:18][C:19](=[O:22])[CH2:20][OH:21])[CH:14]=[CH:15][CH:16]=3)=[C:8]([CH3:23])[C:6]=2[N:7]=1.[NH2:30][C:31]1[N:36]=[CH:35][C:34](B2OC(C)(C)C(C)(C)O2)=[CH:33][N:32]=1. (3) Given the product [C:1]1([C:7]([C:15]2[CH:20]=[CH:19][CH:18]=[CH:17][CH:16]=2)=[C:9]2[CH2:10][CH2:11][NH:12][CH2:13][CH2:14]2)[CH:2]=[CH:3][CH:4]=[CH:5][CH:6]=1, predict the reactants needed to synthesize it. The reactants are: [C:1]1([C:7]([C:15]2[CH:20]=[CH:19][CH:18]=[CH:17][CH:16]=2)([CH:9]2[CH2:14][CH2:13][NH:12][CH2:11][CH2:10]2)O)[CH:6]=[CH:5][CH:4]=[CH:3][CH:2]=1.C(O)(C(F)(F)F)=O. (4) Given the product [O:20]([C:27]1[CH:28]=[C:29]([CH:32]=[CH:33][CH:34]=1)[CH2:30][N:10]1[CH2:11][CH2:12][C:7]2([CH2:2][CH2:3][N:4]([C:13]([O:15][C:16]([CH3:19])([CH3:18])[CH3:17])=[O:14])[CH2:5][CH2:6]2)[CH2:8][CH2:9]1)[C:21]1[CH:22]=[CH:23][CH:24]=[CH:25][CH:26]=1, predict the reactants needed to synthesize it. The reactants are: Cl.[CH2:2]1[C:7]2([CH2:12][CH2:11][NH:10][CH2:9][CH2:8]2)[CH2:6][CH2:5][N:4]([C:13]([O:15][C:16]([CH3:19])([CH3:18])[CH3:17])=[O:14])[CH2:3]1.[O:20]([C:27]1[CH:28]=[C:29]([CH:32]=[CH:33][CH:34]=1)[CH:30]=O)[C:21]1[CH:26]=[CH:25][CH:24]=[CH:23][CH:22]=1.C(N(CC)CC)C.C(O[BH-](OC(=O)C)OC(=O)C)(=O)C.[Na+].ClC(Cl)C.